Dataset: Reaction yield outcomes from USPTO patents with 853,638 reactions. Task: Predict the reaction yield, written as a fraction of the theoretical maximum amount of product (1.0 means a 100% yield; for example, 0.34 means a 34% yield). (1) The yield is 0.730. The product is [NH2:1][C:2]1[O:6][N:5]=[C:4]([C:7]2[CH:12]=[CH:11][CH:10]=[C:9]([O:13][C:14]([F:15])([F:16])[F:17])[CH:8]=2)[C:3]=1[C:18]([N:44]1[CH2:43][CH2:42][N:41]([C:36]2[CH:37]=[CH:38][CH:39]=[CH:40][C:35]=2[O:34][CH3:33])[CH2:46][CH2:45]1)=[O:20]. The catalyst is ClCCl. The reactants are [NH2:1][C:2]1[O:6][N:5]=[C:4]([C:7]2[CH:12]=[CH:11][CH:10]=[C:9]([O:13][C:14]([F:17])([F:16])[F:15])[CH:8]=2)[C:3]=1[C:18]([OH:20])=O.Cl.C(N=C=NCCCN(C)C)C.[CH3:33][O:34][C:35]1[CH:40]=[CH:39][CH:38]=[CH:37][C:36]=1[N:41]1[CH2:46][CH2:45][NH:44][CH2:43][CH2:42]1. (2) The reactants are [CH:1]1([C:4]2[CH:12]=[C:11]3[C:7]([CH:8]=[N:9][N:10]3COCC[Si](C)(C)C)=[CH:6][CH:5]=2)[CH2:3][CH2:2]1.FC(F)(F)C(O)=O.C(N)CN. The catalyst is ClCCl. The product is [CH:1]1([C:4]2[CH:12]=[C:11]3[C:7]([CH:8]=[N:9][NH:10]3)=[CH:6][CH:5]=2)[CH2:3][CH2:2]1. The yield is 0.910. (3) The catalyst is CC(C)=O.C(OCC)(=O)C. The product is [OH2:12].[Cl:1][C:2]1[C:3]([O:12][C:13]2[CH:18]=[C:17]([OH:19])[CH:16]=[CH:15][C:14]=2/[CH:29]=[CH:30]/[C:31]([NH:33][S:34]([CH2:37][CH2:38][CH2:39][CH2:40][CH3:41])(=[O:36])=[O:35])=[O:32])=[N:4][CH:5]=[C:6]([C:8]([F:10])([F:9])[F:11])[CH:7]=1.[Cl:1][C:2]1[C:3]([O:12][C:13]2[CH:18]=[C:17]([OH:19])[CH:16]=[CH:15][C:14]=2/[CH:29]=[CH:30]/[C:31]([NH:33][S:34]([CH2:37][CH2:38][CH2:39][CH2:40][CH3:41])(=[O:36])=[O:35])=[O:32])=[N:4][CH:5]=[C:6]([C:8]([F:10])([F:9])[F:11])[CH:7]=1. The reactants are [Cl:1][C:2]1[C:3]([O:12][C:13]2[CH:18]=[C:17]([O:19]C(C)(C)CCOCOC)[CH:16]=[CH:15][C:14]=2/[CH:29]=[CH:30]/[C:31]([NH:33][S:34]([CH2:37][CH2:38][CH2:39][CH2:40][CH3:41])(=[O:36])=[O:35])=[O:32])=[N:4][CH:5]=[C:6]([C:8]([F:11])([F:10])[F:9])[CH:7]=1.Cl.C(=O)([O-])O.[Na+]. The yield is 0.780. (4) The reactants are Br[C:2]1[N:7]=[C:6]([N:8]2[CH2:13][CH2:12][N:11]3[N:14]=[C:15]([CH2:17][O:18][C:19]4[CH:24]=[CH:23][CH:22]=[CH:21][CH:20]=4)[CH:16]=[C:10]3[C:9]2=[O:25])[CH:5]=[CH:4][CH:3]=1.B1([C:35]2[CH2:40][CH2:39][N:38]([C:41]([O:43][C:44]([CH3:47])([CH3:46])[CH3:45])=[O:42])[CH2:37][CH:36]=2)OC(C)(C)C(C)(C)O1.C(=O)([O-])[O-].[K+].[K+]. The catalyst is O1CCOCC1.CN(C=O)C.O.C1C=CC([P]([Pd]([P](C2C=CC=CC=2)(C2C=CC=CC=2)C2C=CC=CC=2)([P](C2C=CC=CC=2)(C2C=CC=CC=2)C2C=CC=CC=2)[P](C2C=CC=CC=2)(C2C=CC=CC=2)C2C=CC=CC=2)(C2C=CC=CC=2)C2C=CC=CC=2)=CC=1. The yield is 0.810. The product is [C:44]([O:43][C:41]([N:38]1[CH2:37][CH:36]=[C:35]([C:2]2[CH:3]=[CH:4][CH:5]=[C:6]([N:8]3[CH2:13][CH2:12][N:11]4[N:14]=[C:15]([CH2:17][O:18][C:19]5[CH:24]=[CH:23][CH:22]=[CH:21][CH:20]=5)[CH:16]=[C:10]4[C:9]3=[O:25])[N:7]=2)[CH2:40][CH2:39]1)=[O:42])([CH3:47])([CH3:45])[CH3:46]. (5) The reactants are C[C:2]([CH3:11])=[CH:3][CH2:4][O:5][CH2:6][CH:7]=[C:8]([CH3:10])[CH3:9].[C:12]([O-:15])([O-])=[O:13].[Na+].[Na+].[CH:18]([O-])=O.[Na+].[CH3:22][CH2:23]OC(C)=O. The catalyst is CN(C=O)C.[N+](CCCC)(CCCC)(CCCC)CCCC.[Cl-].O.CC([O-])=O.CC([O-])=O.[Pd+2]. The product is [CH:8]([C:7]1[C:22]2[CH:23]=[C:11]([C:12]([O:15][CH3:18])=[O:13])[CH:2]=[CH:3][C:4]=2[O:5][CH:6]=1)([CH3:9])[CH3:10]. The yield is 0.280.